This data is from Catalyst prediction with 721,799 reactions and 888 catalyst types from USPTO. The task is: Predict which catalyst facilitates the given reaction. (1) Reactant: [Br:1][C:2]1[CH:18]=[CH:17][C:5]([O:6][Si:7]([CH:14]([CH3:16])[CH3:15])([CH:11]([CH3:13])[CH3:12])[CH:8]([CH3:10])[CH3:9])=[C:4]([F:19])[CH:3]=1.[C:20](=O)=O.CC(C)=O.[Li+].CC([N-]C(C)C)C.C(C1C=CC=CC=1)C.CI. Product: [Br:1][C:2]1[CH:18]=[CH:17][C:5]([O:6][Si:7]([CH:14]([CH3:16])[CH3:15])([CH:8]([CH3:9])[CH3:10])[CH:11]([CH3:12])[CH3:13])=[C:4]([F:19])[C:3]=1[CH3:20]. The catalyst class is: 1. (2) Reactant: I[C:2]1[CH:7]=[CH:6][C:5]([C:8]2[CH:13]=[CH:12][CH:11]=[CH:10][CH:9]=2)=[CH:4][CH:3]=1.[CH3:14][C:15]1[S:16][CH:17]=[CH:18][N:19]=1.C1(P(C2C=CC=CC=2)C2C=CC=CC=2)C=CC=CC=1.C(=O)([O-])[O-].[Cs+].[Cs+]. Product: [C:5]1([C:8]2[CH:13]=[CH:12][CH:11]=[CH:10][CH:9]=2)[CH:6]=[CH:7][C:2]([C:17]2[S:16][C:15]([CH3:14])=[N:19][CH:18]=2)=[CH:3][CH:4]=1. The catalyst class is: 274. (3) Reactant: [Li+].[OH-].[F:3][C:4]1[CH:5]=[C:6]([C:11]2[CH:16]=[CH:15][C:14]([C:17]([O:19]C)=[O:18])=[C:13]([N+:21]([O-:23])=[O:22])[CH:12]=2)[CH:7]=[CH:8][C:9]=1[F:10]. Product: [F:3][C:4]1[CH:5]=[C:6]([C:11]2[CH:16]=[CH:15][C:14]([C:17]([OH:19])=[O:18])=[C:13]([N+:21]([O-:23])=[O:22])[CH:12]=2)[CH:7]=[CH:8][C:9]=1[F:10]. The catalyst class is: 776. (4) Reactant: [Br:1][C:2]1[CH:3]=[CH:4][C:5]([NH:8][C:9]2[N:13]([CH3:14])[N:12]=[N:11][N:10]=2)=[N:6][CH:7]=1.[CH3:15]C([O-])(C)C.[K+].IC. Product: [Br:1][C:2]1[CH:3]=[CH:4][C:5]([N:8]([CH3:15])[C:9]2[N:13]([CH3:14])[N:12]=[N:11][N:10]=2)=[N:6][CH:7]=1. The catalyst class is: 1. (5) Reactant: O=[C:2]([CH2:6][CH3:7])[CH2:3][C:4]#[N:5].[C:8]1([NH:14][NH2:15])[CH:13]=[CH:12][CH:11]=[CH:10][CH:9]=1. Product: [CH2:6]([C:2]1[CH:3]=[C:4]([NH2:5])[N:14]([C:8]2[CH:13]=[CH:12][CH:11]=[CH:10][CH:9]=2)[N:15]=1)[CH3:7]. The catalyst class is: 8.